Dataset: Reaction yield outcomes from USPTO patents with 853,638 reactions. Task: Predict the reaction yield, written as a fraction of the theoretical maximum amount of product (1.0 means a 100% yield; for example, 0.34 means a 34% yield). (1) The reactants are [CH3:1][NH:2][C:3]([C:5]1[C:15]([CH2:16][CH2:17][C:18](=[O:25])[C:19]2[CH:24]=[CH:23][CH:22]=[CH:21][CH:20]=2)=[C:14]([OH:26])[C:8]2[N:9]=[C:10]([CH3:13])[N:11]([CH3:12])[C:7]=2[CH:6]=1)=[O:4].O.CC([O-])(C)C.[K+]. The catalyst is C(O)(C)C. The product is [CH3:1][NH:2][C:3]([C:5]1[C:15]([CH2:16][CH2:17][C@@H:18]([OH:25])[C:19]2[CH:24]=[CH:23][CH:22]=[CH:21][CH:20]=2)=[C:14]([OH:26])[C:8]2[N:9]=[C:10]([CH3:13])[N:11]([CH3:12])[C:7]=2[CH:6]=1)=[O:4]. The yield is 0.520. (2) The reactants are [F:1][C:2]1[C:3]([O:29]C)=[C:4]([C:8]2[N:13]([CH2:14][CH2:15][C:16]3[S:17][CH:18]=[CH:19][CH:20]=3)[C:12](=[O:21])[C:11]([C:22]3[CH:27]=[CH:26][CH:25]=[CH:24][CH:23]=3)=[C:10]([CH3:28])[N:9]=2)[CH:5]=[CH:6][CH:7]=1.B(Br)(Br)Br. The catalyst is ClCCl.C([O-])(O)=O.[Na+]. The product is [F:1][C:2]1[C:3]([OH:29])=[C:4]([C:8]2[N:13]([CH2:14][CH2:15][C:16]3[S:17][CH:18]=[CH:19][CH:20]=3)[C:12](=[O:21])[C:11]([C:22]3[CH:27]=[CH:26][CH:25]=[CH:24][CH:23]=3)=[C:10]([CH3:28])[N:9]=2)[CH:5]=[CH:6][CH:7]=1. The yield is 0.460.